From a dataset of Forward reaction prediction with 1.9M reactions from USPTO patents (1976-2016). Predict the product of the given reaction. (1) Given the reactants [Cl:1][C:2]1[CH:3]=[C:4]([C:10]2([C:31]([F:34])([F:33])[F:32])[O:14][N:13]=[C:12]([C:15]3[C:24]4[C:19](=[CH:20][CH:21]=[CH:22][CH:23]=4)[C:18]([C:25]([NH:27][CH2:28][CH2:29][OH:30])=[O:26])=[CH:17][CH:16]=3)[CH2:11]2)[CH:5]=[C:6]([Cl:9])[C:7]=1[F:8].CC(OI1(OC(C)=O)(OC(C)=O)OC(=O)C2C=CC=CC1=2)=O.CCCCCCC.C([O-])(O)=O.[Na+], predict the reaction product. The product is: [Cl:1][C:2]1[CH:3]=[C:4]([C:10]2([C:31]([F:32])([F:34])[F:33])[O:14][N:13]=[C:12]([C:15]3[C:24]4[C:19](=[CH:20][CH:21]=[CH:22][CH:23]=4)[C:18]([C:25]([NH:27][CH2:28][CH:29]=[O:30])=[O:26])=[CH:17][CH:16]=3)[CH2:11]2)[CH:5]=[C:6]([Cl:9])[C:7]=1[F:8]. (2) Given the reactants [C:1]([C:3]1[C:8]2[N:9]=[C:10]([N:12]3[CH2:17][CH2:16][CH:15]([C:18]([O:20]CC)=[O:19])[CH2:14][CH2:13]3)[O:11][C:7]=2[C:6]([N:23]2[CH2:27][CH2:26][C@H:25]([N:28]([CH3:30])[CH3:29])[CH2:24]2)=[C:5]([C:31]2[CH:36]=[CH:35][CH:34]=[CH:33][CH:32]=2)[C:4]=1[CH3:37])#[N:2].[OH-].[Na+].Cl, predict the reaction product. The product is: [C:1]([C:3]1[C:8]2[N:9]=[C:10]([N:12]3[CH2:17][CH2:16][CH:15]([C:18]([OH:20])=[O:19])[CH2:14][CH2:13]3)[O:11][C:7]=2[C:6]([N:23]2[CH2:27][CH2:26][C@H:25]([N:28]([CH3:30])[CH3:29])[CH2:24]2)=[C:5]([C:31]2[CH:36]=[CH:35][CH:34]=[CH:33][CH:32]=2)[C:4]=1[CH3:37])#[N:2]. (3) Given the reactants [Cl:1][C:2]1[N:10](CC=C)[C:9]2[C:8](=[O:14])[N:7]([CH2:15][CH2:16][CH2:17][CH2:18][C:19]3[O:23][N:22]=[C:21]([C:24]4[CH:29]=[CH:28][CH:27]=[CH:26][N:25]=4)[N:20]=3)[C:6](=[O:30])[NH:5][C:4]=2[N:3]=1.C(=O)([O-])[O-].[K+].[K+].I[CH2:38][CH2:39][CH3:40].N1CCOCC1, predict the reaction product. The product is: [Cl:1][C:2]1[NH:10][C:9]2[C:8](=[O:14])[N:7]([CH2:15][CH2:16][CH2:17][CH2:18][C:19]3[O:23][N:22]=[C:21]([C:24]4[CH:29]=[CH:28][CH:27]=[CH:26][N:25]=4)[N:20]=3)[C:6](=[O:30])[N:5]([CH2:38][CH2:39][CH3:40])[C:4]=2[N:3]=1. (4) Given the reactants FC(F)(F)C(O)=O.[NH2:8][C@H:9]1[CH2:15][O:14][C:13]2[CH:16]=[C:17]([CH3:20])[CH:18]=[CH:19][C:12]=2[NH:11][C:10]1=[O:21].[C:22]([O:26][C:27]([N:29]([CH3:35])[C@@H:30]([CH3:34])[C:31](O)=[O:32])=[O:28])([CH3:25])([CH3:24])[CH3:23].C1C=CC2N(O)N=NC=2C=1.CN(C(ON1N=NC2C=CC=CC1=2)=[N+](C)C)C.F[P-](F)(F)(F)(F)F.CCN(C(C)C)C(C)C, predict the reaction product. The product is: [C:22]([O:26][C:27](=[O:28])[N:29]([CH3:35])[C@H:30]([C:31](=[O:32])[NH:8][C@@H:9]1[C:10](=[O:21])[NH:11][C:12]2[CH:19]=[CH:18][C:17]([CH3:20])=[CH:16][C:13]=2[O:14][CH2:15]1)[CH3:34])([CH3:23])([CH3:25])[CH3:24]. (5) Given the reactants [CH3:1][O:2][C:3]1[CH:4]=[C:5]([CH:9]=[CH:10][C:11]=1[C:12]#[C:13][C:14]1[CH:19]=[CH:18][C:17]([CH3:20])=[CH:16][CH:15]=1)[C:6]([OH:8])=O.[C:21]1([S:31]([NH2:34])(=[O:33])=[O:32])[C:22]([S:27]([NH2:30])(=[O:29])=[O:28])=[CH:23][CH:24]=[CH:25][CH:26]=1, predict the reaction product. The product is: [CH3:1][O:2][C:3]1[CH:4]=[C:5]([CH:9]=[CH:10][C:11]=1[C:12]#[C:13][C:14]1[CH:19]=[CH:18][C:17]([CH3:20])=[CH:16][CH:15]=1)[C:6]([NH:34][S:31]([C:21]1[CH:26]=[CH:25][CH:24]=[CH:23][C:22]=1[S:27](=[O:29])(=[O:28])[NH2:30])(=[O:33])=[O:32])=[O:8]. (6) Given the reactants Cl[CH2:2][C:3](=O)[CH2:4][C:5]([O:7][CH2:8][CH3:9])=[O:6].[CH:11]1([C:14]([NH2:16])=[O:15])[CH2:13][CH2:12]1, predict the reaction product. The product is: [CH:11]1([C:14]2[O:15][CH:2]=[C:3]([CH2:4][C:5]([O:7][CH2:8][CH3:9])=[O:6])[N:16]=2)[CH2:13][CH2:12]1. (7) Given the reactants [Br:1][CH2:2][C:3]1[CH:8]=[CH:7][C:6]([S:9](Cl)(=[O:11])=[O:10])=[CH:5][CH:4]=1.[CH3:13][O:14][C:15]1[CH:31]=[CH:30][C:18]([CH2:19][NH:20][CH2:21][C:22]2[CH:27]=[CH:26][C:25]([O:28][CH3:29])=[CH:24][CH:23]=2)=[CH:17][CH:16]=1, predict the reaction product. The product is: [Br:1][CH2:2][C:3]1[CH:8]=[CH:7][C:6]([S:9]([N:20]([CH2:19][C:18]2[CH:17]=[CH:16][C:15]([O:14][CH3:13])=[CH:31][CH:30]=2)[CH2:21][C:22]2[CH:23]=[CH:24][C:25]([O:28][CH3:29])=[CH:26][CH:27]=2)(=[O:11])=[O:10])=[CH:5][CH:4]=1. (8) Given the reactants CC1(C)CO[C:5]2([CH2:32][CH2:31][C:8]3([O:13][C:12](=[O:14])[N:11]([C@H:15]([C:17]4[CH:22]=[CH:21][C:20]([C:23]5[CH:28]=[CH:27][N:26]([CH3:29])[C:25](=[O:30])[CH:24]=5)=[CH:19][CH:18]=4)[CH3:16])[CH2:10][CH2:9]3)[CH2:7][CH2:6]2)[O:4]C1, predict the reaction product. The product is: [CH3:29][N:26]1[CH:27]=[CH:28][C:23]([C:20]2[CH:21]=[CH:22][C:17]([C@@H:15]([N:11]3[CH2:10][CH2:9][C:8]4([CH2:31][CH2:32][C:5](=[O:4])[CH2:6][CH2:7]4)[O:13][C:12]3=[O:14])[CH3:16])=[CH:18][CH:19]=2)=[CH:24][C:25]1=[O:30]. (9) Given the reactants [NH2:1][C:2]1[S:6][N:5]=[C:4]([CH3:7])[C:3]=1[C:8]([NH:10][C:11]1[CH:16]=[CH:15][C:14]([F:17])=[C:13]([F:18])[CH:12]=1)=[O:9].Cl[C:20]1[CH:25]=[N:24][CH:23]=[C:22]([N:26]2[CH:30]=[CH:29][CH:28]=[N:27]2)[N:21]=1.C(=O)([O-])[O-].[Cs+].[Cs+].CC1(C)C2C(=C(P(C3C=CC=CC=3)C3C=CC=CC=3)C=CC=2)OC2C(P(C3C=CC=CC=3)C3C=CC=CC=3)=CC=CC1=2, predict the reaction product. The product is: [F:18][C:13]1[CH:12]=[C:11]([NH:10][C:8]([C:3]2[C:4]([CH3:7])=[N:5][S:6][C:2]=2[NH:1][C:20]2[CH:25]=[N:24][CH:23]=[C:22]([N:26]3[CH:30]=[CH:29][CH:28]=[N:27]3)[N:21]=2)=[O:9])[CH:16]=[CH:15][C:14]=1[F:17]. (10) Given the reactants [NH2:1][C:2]1[C:7]2=[C:8]([C:15]3[CH:20]=[CH:19][C:18]([NH:21][C:22]([NH:24][C:25]4[CH:30]=[C:29]([C:31]([F:34])([F:33])[F:32])[CH:28]=[CH:27][C:26]=4[F:35])=[O:23])=[CH:17][CH:16]=3)[C:9]([CH2:12][O:13][CH3:14])=[C:10](Br)[N:6]2[N:5]=[CH:4][N:3]=1.NC1C2=C(C3C=CC(NC(NC4C=C(C(F)(F)F)C=CC=4F)=O)=CC=3)C([C:47](NCC(F)(F)F)=[O:48])=C(Br)N2N=CN=1, predict the reaction product. The product is: [NH2:1][C:2]1[C:7]2=[C:8]([C:15]3[CH:20]=[CH:19][C:18]([NH:21][C:22]([NH:24][C:25]4[CH:30]=[C:29]([C:31]([F:34])([F:33])[F:32])[CH:28]=[CH:27][C:26]=4[F:35])=[O:23])=[CH:17][CH:16]=3)[C:9]([CH2:12][O:13][CH3:14])=[C:10]([CH:47]=[O:48])[N:6]2[N:5]=[CH:4][N:3]=1.